From a dataset of Forward reaction prediction with 1.9M reactions from USPTO patents (1976-2016). Predict the product of the given reaction. (1) Given the reactants [Li]CCCC.[CH3:6][C:7]1[O:8][CH:9]=[CH:10][N:11]=1.Cl[Sn:13]([CH3:16])([CH3:15])[CH3:14].O, predict the reaction product. The product is: [CH3:14][Sn:13]([CH3:16])([CH3:15])[C:9]1[O:8][C:7]([CH3:6])=[N:11][CH:10]=1. (2) Given the reactants Br[C:2]1[CH:3]=[CH:4][C:5]2[C@@:11]3([CH:20]=[CH2:21])[CH2:12][CH2:13][C:14]4([CH2:19][C@H:10]3[CH2:9][CH2:8][O:7][C:6]=2[CH:22]=1)[O:18][CH2:17][CH2:16][O:15]4.Br[C:24]1[CH:25]=[CH:26][C:27]2[C@:33]3([CH:42]=[CH2:43])[CH2:34][CH2:35][C:36]4([CH2:41][C@@H:32]3[CH2:31][CH2:30][O:29][C:28]=2[CH:44]=1)[O:40][CH2:39][CH2:38][O:37]4.CC1(C)C2C(=C(P(C3C=CC=CC=3)C3C=CC=CC=3)C=CC=2)OC2C(P(C3C=CC=CC=3)C3C=CC=CC=3)=CC=CC1=2.CO, predict the reaction product. The product is: [CH:20]([C@:11]12[CH2:12][CH2:13][C:14]3([O:18][CH2:17][CH2:16][O:15]3)[CH2:19][C@H:10]1[CH2:9][CH2:8][O:7][C:6]1[CH:22]=[C:2]([C:36]([O:37][CH3:38])=[O:40])[CH:3]=[CH:4][C:5]2=1)=[CH2:21].[CH:42]([C@@:33]12[CH2:34][CH2:35][C:36]3([O:40][CH2:39][CH2:38][O:37]3)[CH2:41][C@@H:32]1[CH2:31][CH2:30][O:29][C:28]1[CH:44]=[C:24]([C:14]([O:15][CH3:16])=[O:18])[CH:25]=[CH:26][C:27]2=1)=[CH2:43]. (3) Given the reactants Cl.[CH3:2][O:3][C:4](=[O:10])[C@@H:5]1[CH2:9][CH2:8][CH2:7][NH:6]1.[CH2:11]([O:13][C:14]([NH:16][C@@H:17]([C:21]([S:24][CH:25]([CH3:27])[CH3:26])([CH3:23])[CH3:22])[C:18](O)=[O:19])=[O:15])[CH3:12].CN1CCOCC1.F[B-](F)(F)F.N1(OC(N(C)C)=[N+](C)C)C2C=CC=CC=2N=N1, predict the reaction product. The product is: [CH3:2][O:3][C:4]([C@@H:5]1[CH2:9][CH2:8][CH2:7][N:6]1[C:18](=[O:19])[C@@H:17]([NH:16][C:14]([O:13][CH2:11][CH3:12])=[O:15])[C:21]([S:24][CH:25]([CH3:27])[CH3:26])([CH3:22])[CH3:23])=[O:10]. (4) Given the reactants N1C=CC(NC[CH:9]2[CH2:14][CH2:13][NH:12][CH2:11][CH2:10]2)=CN=1.O=C1CCC(=O)N1[O:22][C:23](=O)[O:24][CH2:25][C:26]1[CH:31]=[CH:30][CH:29]=[CH:28][CH:27]=1, predict the reaction product. The product is: [CH2:25]([O:24][C:23]([N:12]1[CH2:11][CH2:10][CH2:9][CH2:14][CH2:13]1)=[O:22])[C:26]1[CH:31]=[CH:30][CH:29]=[CH:28][CH:27]=1. (5) Given the reactants [Br:1]N1C(=O)CCC1=O.C1(P(C2C=CC=CC=2)C2C=CC=CC=2)C=CC=CC=1.N1C=CC=CC=1.O[CH2:35][CH2:36][CH2:37][C@H:38]([NH:47][C:48]([O:50][C:51]([CH3:54])([CH3:53])[CH3:52])=[O:49])[C:39]([O:41][CH:42]1[CH2:46][CH2:45][CH2:44][CH2:43]1)=[O:40], predict the reaction product. The product is: [Br:1][CH2:35][CH2:36][CH2:37][C@H:38]([NH:47][C:48]([O:50][C:51]([CH3:54])([CH3:53])[CH3:52])=[O:49])[C:39]([O:41][CH:42]1[CH2:46][CH2:45][CH2:44][CH2:43]1)=[O:40]. (6) Given the reactants [Cl:1][C:2]1[C:7]([CH3:8])=[CH:6][C:5]([C:9](=O)[CH3:10])=[CH:4][C:3]=1[CH3:12].[Br:13][C:14]1[CH:15]=[C:16]([CH:18]=[CH:19][CH:20]=1)[NH2:17].[B][B][B][B][B][B][B][B][B][B], predict the reaction product. The product is: [Br:13][C:14]1[CH:15]=[C:16]([NH:17][CH:9]([C:5]2[CH:6]=[C:7]([CH3:8])[C:2]([Cl:1])=[C:3]([CH3:12])[CH:4]=2)[CH3:10])[CH:18]=[CH:19][CH:20]=1. (7) Given the reactants [CH:1]1([C:7]2[C:8]3[CH:9]=[CH:10][C:11]([C:40]([OH:42])=O)=[CH:12][C:13]=3[N:14]3[CH2:20][C:19]([C:21]4[O:25][CH:24]=[N:23][C:22]=4[C:26]([N:28]4[CH2:33][CH2:32][O:31][CH2:30][CH2:29]4)=[O:27])=[CH:18][C:17]4[CH:34]=[C:35]([O:38][CH3:39])[CH:36]=[CH:37][C:16]=4[C:15]=23)[CH2:6][CH2:5][CH2:4][CH2:3][CH2:2]1.C1N=CN(C(N2C=NC=C2)=O)C=1.[CH:55]1([S:58]([NH2:61])(=[O:60])=[O:59])[CH2:57][CH2:56]1.C1CCN2C(=NCCC2)CC1, predict the reaction product. The product is: [CH:1]1([C:7]2[C:8]3[CH:9]=[CH:10][C:11]([C:40]([NH:61][S:58]([CH:55]4[CH2:57][CH2:56]4)(=[O:60])=[O:59])=[O:42])=[CH:12][C:13]=3[N:14]3[CH2:20][C:19]([C:21]4[O:25][CH:24]=[N:23][C:22]=4[C:26]([N:28]4[CH2:29][CH2:30][O:31][CH2:32][CH2:33]4)=[O:27])=[CH:18][C:17]4[CH:34]=[C:35]([O:38][CH3:39])[CH:36]=[CH:37][C:16]=4[C:15]=23)[CH2:6][CH2:5][CH2:4][CH2:3][CH2:2]1.